From a dataset of Catalyst prediction with 721,799 reactions and 888 catalyst types from USPTO. Predict which catalyst facilitates the given reaction. Reactant: [CH2:1]([N:4]1[C:10]2[CH:11]=[CH:12][C:13]([Cl:15])=[CH:14][C:9]=2[C@@H:8]([C:16]2[CH:21]=[CH:20][CH:19]=[C:18]([O:22][CH3:23])[C:17]=2[O:24][CH3:25])[S:7][C@H:6]([CH2:26]CC#N)[C:5]1=[O:30])[CH:2]=[CH2:3].[C:31]([O:34][CH2:35][CH3:36])(=[O:33])[CH3:32].C(=O)([O-])O.[Na+]. Product: [CH2:1]([N:4]1[C:10]2[CH:11]=[CH:12][C:13]([Cl:15])=[CH:14][C:9]=2[C@@H:8]([C:16]2[CH:21]=[CH:20][CH:19]=[C:18]([O:22][CH3:23])[C:17]=2[O:24][CH3:25])[S:7][C@H:6]([CH2:26][CH2:32][C:31]([O:34][CH2:35][CH3:36])=[O:33])[C:5]1=[O:30])[CH:2]=[CH2:3]. The catalyst class is: 8.